From a dataset of Full USPTO retrosynthesis dataset with 1.9M reactions from patents (1976-2016). Predict the reactants needed to synthesize the given product. (1) Given the product [C:30]([NH:31][C@H:32]1[CH2:36][CH2:35][N:34]([C:2]2[N:7]=[C:6]([NH:11][C:12]3[CH:24]=[CH:23][C:15]([C:16]([NH:18][C:19]([CH3:20])([CH3:21])[CH3:22])=[O:17])=[CH:14][CH:13]=3)[C:5]([C:9]#[N:10])=[CH:4][N:3]=2)[CH2:33]1)(=[O:37])[CH:38]=[CH2:39], predict the reactants needed to synthesize it. The reactants are: Cl[C:2]1[N:7]=[C:6](Cl)[C:5]([C:9]#[N:10])=[CH:4][N:3]=1.[NH2:11][C:12]1[CH:24]=[CH:23][C:15]([C:16]([NH:18][C:19]([CH3:22])([CH3:21])[CH3:20])=[O:17])=[CH:14][CH:13]=1.C(O[C:30](=[O:37])[NH:31][C@H:32]1[CH2:36][CH2:35][NH:34][CH2:33]1)(C)(C)C.[C:38](O)(=O)[CH:39]=C. (2) Given the product [F:1][C:2]([F:21])([F:22])[CH2:3][CH2:4][CH:5]([CH2:12][C:13]1[CH:18]=[CH:17][CH:16]=[C:15]([O:19][CH3:20])[CH:14]=1)[CH2:6][C:7]([OH:9])=[O:8], predict the reactants needed to synthesize it. The reactants are: [F:1][C:2]([F:22])([F:21])[CH2:3][CH2:4][CH:5]([CH2:12][C:13]1[CH:18]=[CH:17][CH:16]=[C:15]([O:19][CH3:20])[CH:14]=1)[CH2:6][C:7]([O:9]CC)=[O:8].[OH-].[Na+]. (3) Given the product [CH3:1][O:2][C:3]([C:5]1[CH:10]=[N:9][C:8]([N:12]2[CH2:17][CH2:16][O:15][CH2:14][CH2:13]2)=[CH:7][N:6]=1)=[O:4], predict the reactants needed to synthesize it. The reactants are: [CH3:1][O:2][C:3]([C:5]1[CH:10]=[N:9][C:8](Cl)=[CH:7][N:6]=1)=[O:4].[NH:12]1[CH2:17][CH2:16][O:15][CH2:14][CH2:13]1.CCN(CC)CC.[Na+].[Cl-]. (4) Given the product [Br:19][CH2:1][C:2]1[CH:11]=[CH:10][C:5]([C:6]([O:8][CH3:9])=[O:7])=[CH:4][N:3]=1, predict the reactants needed to synthesize it. The reactants are: [CH3:1][C:2]1[CH:11]=[CH:10][C:5]([C:6]([O:8][CH3:9])=[O:7])=[CH:4][N:3]=1.C1C(=O)N([Br:19])C(=O)C1.CC(N=NC(C#N)(C)C)(C#N)C. (5) Given the product [CH3:1][N:2]1[C:6]2=[N:7][CH:8]=[CH:9][CH:10]=[C:5]2[C:4](/[CH:11]=[CH:16]/[N+:13]([O-:15])=[O:14])=[CH:3]1, predict the reactants needed to synthesize it. The reactants are: [CH3:1][N:2]1[C:6]2=[N:7][CH:8]=[CH:9][CH:10]=[C:5]2[C:4]([CH:11]=O)=[CH:3]1.[N+:13]([CH3:16])([O-:15])=[O:14].